Dataset: Forward reaction prediction with 1.9M reactions from USPTO patents (1976-2016). Task: Predict the product of the given reaction. (1) Given the reactants [C:1]1([C:7]2[N:15]3[C:10]([CH:11]=[CH:12][CH:13]=[CH:14]3)=[CH:9][C:8]=2[CH2:16][NH2:17])[CH:6]=[CH:5][CH:4]=[CH:3][CH:2]=1.[NH2:18][C:19]1[C:24]([C:25]#[N:26])=[C:23](Cl)[N:22]=[CH:21][N:20]=1.CCN(C(C)C)C(C)C, predict the reaction product. The product is: [NH2:18][C:19]1[C:24]([C:25]#[N:26])=[C:23]([NH:17][CH2:16][C:8]2[CH:9]=[C:10]3[N:15]([C:7]=2[C:1]2[CH:2]=[CH:3][CH:4]=[CH:5][CH:6]=2)[CH:14]=[CH:13][CH:12]=[CH:11]3)[N:22]=[CH:21][N:20]=1. (2) Given the reactants [F:1][C:2]1[CH:3]=[C:4]([C:9]2[CH:18]=[N:17][C:16]3[C:11](=[CH:12][C:13]([C:29]4[CH:34]=[CH:33][CH:32]=[C:31]([F:35])[CH:30]=4)=[C:14]([OH:28])[C:15]=3[C:19]([NH:21][CH2:22][C:23]([O:25]CC)=[O:24])=[O:20])[N:10]=2)[CH:5]=[CH:6][C:7]=1[F:8].[OH-].[Na+], predict the reaction product. The product is: [F:1][C:2]1[CH:3]=[C:4]([C:9]2[CH:18]=[N:17][C:16]3[C:11](=[CH:12][C:13]([C:29]4[CH:34]=[CH:33][CH:32]=[C:31]([F:35])[CH:30]=4)=[C:14]([OH:28])[C:15]=3[C:19]([NH:21][CH2:22][C:23]([OH:25])=[O:24])=[O:20])[N:10]=2)[CH:5]=[CH:6][C:7]=1[F:8]. (3) Given the reactants [C:1]([OH:10])(=[O:9])[C:2]1[C:3](=[CH:5][CH:6]=[CH:7][CH:8]=1)[SH:4].N1C=CC=CC=1.[CH3:17][O:18][C:19]1[CH:27]=[CH:26][CH:25]=[CH:24][C:20]=1[C:21](Cl)=[O:22], predict the reaction product. The product is: [CH3:17][O:18][C:19]1[CH:27]=[CH:26][CH:25]=[CH:24][C:20]=1[C:21]([S:4][C:3]1[CH:5]=[CH:6][CH:7]=[CH:8][C:2]=1[C:1]([OH:10])=[O:9])=[O:22]. (4) Given the reactants [CH2:1]([C:4]1[CH:9]=[CH:8][C:7]([C:10]2[C:14]3[CH2:15][CH2:16][C:17]4[C:22]([C:13]=3[O:12][N:11]=2)=[CH:21][CH:20]=[C:19]([CH:23]=O)[CH:18]=4)=[CH:6][CH:5]=1)[CH2:2][CH3:3].[NH:25]1[CH2:28][CH:27]([C:29]([OH:31])=[O:30])[CH2:26]1.C([BH3-])#N.[Na+], predict the reaction product. The product is: [CH2:1]([C:4]1[CH:9]=[CH:8][C:7]([C:10]2[C:14]3[CH2:15][CH2:16][C:17]4[C:22]([C:13]=3[O:12][N:11]=2)=[CH:21][CH:20]=[C:19]([CH2:23][N:25]2[CH2:28][CH:27]([C:29]([OH:31])=[O:30])[CH2:26]2)[CH:18]=4)=[CH:6][CH:5]=1)[CH2:2][CH3:3].